Regression/Classification. Given a drug SMILES string, predict its toxicity properties. Task type varies by dataset: regression for continuous values (e.g., LD50, hERG inhibition percentage) or binary classification for toxic/non-toxic outcomes (e.g., AMES mutagenicity, cardiotoxicity, hepatotoxicity). Dataset: ld50_zhu. From a dataset of Acute oral toxicity (LD50) regression data from Zhu et al.. (1) The rat oral LD50 is 2.30, given as -log10 of the dose in mol/kg body weight (higher means more acutely toxic). The compound is CCC(C)C(C)(COC(N)=O)COC(N)=O. (2) The drug is C#CC(O)CCC. The rat oral LD50 is 2.89, given as -log10 of the dose in mol/kg body weight (higher means more acutely toxic). (3) The drug is Nc1ccc([N+](=O)[O-])cc1Cl. The rat oral LD50 is 1.43, given as -log10 of the dose in mol/kg body weight (higher means more acutely toxic). (4) The compound is CC(C)(C)c1cc(C(=O)c2cccs2)cc(C(C)(C)C)c1O. The rat oral LD50 is 2.29, given as -log10 of the dose in mol/kg body weight (higher means more acutely toxic). (5) The molecule is CO[SiH](OC)OC. The rat oral LD50 is 1.12, given as -log10 of the dose in mol/kg body weight (higher means more acutely toxic). (6) The compound is FC(F)(F)c1nc2cc(Cl)c(Cl)cc2[nH]1. The rat oral LD50 is 4.51, given as -log10 of the dose in mol/kg body weight (higher means more acutely toxic). (7) The molecule is CC(C)(C)c1cc(C=C(C#N)C#N)cc(C(C)(C)C)c1O. The rat oral LD50 is 3.51, given as -log10 of the dose in mol/kg body weight (higher means more acutely toxic).